This data is from Full USPTO retrosynthesis dataset with 1.9M reactions from patents (1976-2016). The task is: Predict the reactants needed to synthesize the given product. (1) Given the product [OH:14][C:11]1[CH:12]=[CH:13][C:8]([CH:5]2[CH2:6][CH2:7][C:2](=[CH:19][C:20]([O:22][CH2:23][CH3:24])=[O:21])[CH2:3][CH2:4]2)=[CH:9][CH:10]=1, predict the reactants needed to synthesize it. The reactants are: O[C:2]1[CH:7]=[CH:6][C:5]([CH:8]2[CH2:13][CH2:12][C:11](=[O:14])[CH2:10][CH2:9]2)=[CH:4][CH:3]=1.[H-].[Na+].C([C:19](CC)(P(=O)=O)[C:20]([O:22][CH2:23][CH3:24])=[O:21])C. (2) Given the product [CH2:1]([O:3][C:4](=[O:18])[C:5]([O:8][C:9]1[CH:14]=[CH:13][CH:12]=[C:11]([CH2:15][CH2:16][NH:17][C:28]([C:27]2[C:22]([CH:19]3[CH2:21][CH2:20]3)=[N:23][C:24]([C:31]3[CH:32]=[CH:33][C:34]([C:37]([F:39])([F:40])[F:38])=[CH:35][CH:36]=3)=[N:25][CH:26]=2)=[O:29])[CH:10]=1)([CH3:7])[CH3:6])[CH3:2], predict the reactants needed to synthesize it. The reactants are: [CH2:1]([O:3][C:4](=[O:18])[C:5]([O:8][C:9]1[CH:14]=[CH:13][CH:12]=[C:11]([CH2:15][CH2:16][NH2:17])[CH:10]=1)([CH3:7])[CH3:6])[CH3:2].[CH:19]1([C:22]2[C:27]([C:28](O)=[O:29])=[CH:26][N:25]=[C:24]([C:31]3[CH:36]=[CH:35][C:34]([C:37]([F:40])([F:39])[F:38])=[CH:33][CH:32]=3)[N:23]=2)[CH2:21][CH2:20]1. (3) Given the product [Cl:29][C:23]1[CH:24]=[CH:25][CH:26]=[C:27]([Cl:28])[C:22]=1[C:21]1[C:15]2[O:14][CH:13]([CH2:12][N:30]=[N+:31]=[N-:32])[CH2:17][C:16]=2[CH:18]=[CH:19][CH:20]=1, predict the reactants needed to synthesize it. The reactants are: CC1C=CC(S(O[CH2:12][CH:13]2[CH2:17][C:16]3[CH:18]=[CH:19][CH:20]=[C:21]([C:22]4[C:27]([Cl:28])=[CH:26][CH:25]=[CH:24][C:23]=4[Cl:29])[C:15]=3[O:14]2)(=O)=O)=CC=1.[N-:30]=[N+:31]=[N-:32].[Na+]. (4) The reactants are: O[N:2]1[C:6](=[O:7])[C:5]2=[CH:8][CH:9]=[CH:10][CH:11]=[C:4]2[C:3]1=[O:12].C(N(CC)CC)C.C1CCN2C(=NCCC2)CC1. Given the product [C:6]1(=[O:7])[NH:2][C:3](=[O:12])[C:4]2=[CH:11][CH:10]=[CH:9][CH:8]=[C:5]12, predict the reactants needed to synthesize it. (5) Given the product [C:6]([N:5]([CH2:23][CH2:24][CH2:25]/[CH:26]=[CH:27]/[CH2:28][CH2:29][CH2:30][CH2:31][CH3:32])[CH2:4][CH:3]=[O:2])([O:8][CH2:9][CH:10]1[C:22]2[C:17](=[CH:18][CH:19]=[CH:20][CH:21]=2)[C:16]2[C:11]1=[CH:12][CH:13]=[CH:14][CH:15]=2)=[O:7], predict the reactants needed to synthesize it. The reactants are: C[O:2][CH:3](OC)[CH2:4][N:5]([CH2:23][CH2:24][CH2:25]/[CH:26]=[CH:27]/[CH2:28][CH2:29][CH2:30][CH2:31][CH3:32])[C:6]([O:8][CH2:9][CH:10]1[C:22]2[C:17](=[CH:18][CH:19]=[CH:20][CH:21]=2)[C:16]2[C:11]1=[CH:12][CH:13]=[CH:14][CH:15]=2)=[O:7].C(O)(C(F)(F)F)=O. (6) Given the product [ClH:22].[CH3:15][N:16]([CH3:17])[CH:9]1[CH2:10][CH:11]2[C:7]([C:4]3[CH:5]=[CH:6][C:1]([CH3:14])=[CH:2][CH:3]=3)([CH2:12]2)[CH2:8]1.[ClH:22].[CH2:23]([O:24][CH2:1][CH3:2])[CH3:19], predict the reactants needed to synthesize it. The reactants are: [C:1]1([CH3:14])[CH:6]=[CH:5][C:4]([C:7]23[CH2:12][CH:11]2[CH2:10][C:9](=O)[CH2:8]3)=[CH:3][CH:2]=1.[CH3:15][NH:16][CH3:17].[BH3-][C:19]#N.[Na+].[ClH:22].[CH3:23][OH:24]. (7) Given the product [CH2:1]([C:3]1[CH:24]=[CH:23][CH:22]=[C:21]([CH3:25])[C:4]=1[CH2:5][NH:6][C:7]1[C:8]2[N:9]([C:16]([CH3:20])=[C:17]([CH3:19])[N:18]=2)[CH:10]=[C:11]([C:13]([NH2:31])=[O:15])[N:12]=1)[CH3:2], predict the reactants needed to synthesize it. The reactants are: [CH2:1]([C:3]1[CH:24]=[CH:23][CH:22]=[C:21]([CH3:25])[C:4]=1[CH2:5][NH:6][C:7]1[C:8]2[N:9]([C:16]([CH3:20])=[C:17]([CH3:19])[N:18]=2)[CH:10]=[C:11]([C:13]([OH:15])=O)[N:12]=1)[CH3:2].F[B-](F)(F)F.[N:31]1(OC(N(C)C)=[N+](C)C)C2C=CC=CC=2N=N1.N. (8) Given the product [Br:29][C:21]1[CH:20]=[C:19]([S:16]([NH:15][C@@H:10]2[CH2:11][CH2:12][CH2:13][C:14]3[N:6]([CH2:5][C:4]([OH:30])=[O:3])[N:7]=[CH:8][C:9]2=3)(=[O:18])=[O:17])[CH:24]=[C:23]([C:25]([F:28])([F:26])[F:27])[CH:22]=1, predict the reactants needed to synthesize it. The reactants are: C([O:3][C:4](=[O:30])[CH2:5][N:6]1[C:14]2[CH2:13][CH2:12][CH2:11][C@@H:10]([NH:15][S:16]([C:19]3[CH:24]=[C:23]([C:25]([F:28])([F:27])[F:26])[CH:22]=[C:21]([Br:29])[CH:20]=3)(=[O:18])=[O:17])[C:9]=2[CH:8]=[N:7]1)C.[OH-].[Na+]. (9) Given the product [NH2:1][C:4]1[CH:9]=[CH:8][CH:7]=[CH:6][C:5]=1[S:10]([NH:22][C:17]1[CH:18]=[N:19][C:20]([CH3:21])=[C:15]([CH3:14])[CH:16]=1)(=[O:12])=[O:11], predict the reactants needed to synthesize it. The reactants are: [N+:1]([C:4]1[CH:9]=[CH:8][CH:7]=[CH:6][C:5]=1[S:10](Cl)(=[O:12])=[O:11])([O-])=O.[CH3:14][C:15]1[CH:16]=[C:17]([NH2:22])[CH:18]=[N:19][C:20]=1[CH3:21].Cl[Sn]Cl.